This data is from Reaction yield outcomes from USPTO patents with 853,638 reactions. The task is: Predict the reaction yield, written as a fraction of the theoretical maximum amount of product (1.0 means a 100% yield; for example, 0.34 means a 34% yield). (1) The reactants are [Cl:1][C:2]1[CH:37]=[CH:36][C:5]([CH2:6][N:7]2[C:12](=[N:13][C:14]3[CH:19]=[CH:18][C:17]([O:20][C:21]4[CH:26]=[CH:25][CH:24]=[CH:23][CH:22]=4)=[CH:16][CH:15]=3)[NH:11][C:10](=[O:27])[N:9]([CH2:28][C@@H:29]([C:31]([O:33]C)=[O:32])[CH3:30])[C:8]2=[O:35])=[CH:4][CH:3]=1.CO.[OH-].[Li+].Cl. The catalyst is O.C1COCC1. The product is [Cl:1][C:2]1[CH:3]=[CH:4][C:5]([CH2:6][N:7]2[C:12](=[N:13][C:14]3[CH:15]=[CH:16][C:17]([O:20][C:21]4[CH:26]=[CH:25][CH:24]=[CH:23][CH:22]=4)=[CH:18][CH:19]=3)[NH:11][C:10](=[O:27])[N:9]([CH2:28][C@@H:29]([C:31]([OH:33])=[O:32])[CH3:30])[C:8]2=[O:35])=[CH:36][CH:37]=1. The yield is 0.950. (2) The reactants are [OH:1][CH2:2][C:3]1[CH:8]=[CH:7][C:6]([O:9][C:10](=[O:19])[N:11]([CH3:18])[C:12]2[CH:17]=[CH:16][CH:15]=[CH:14][CH:13]=2)=[CH:5][CH:4]=1.[CH3:20][N:21]([CH3:31])[CH2:22][CH2:23][C:24]1[CH:29]=[CH:28][C:27](O)=[CH:26][CH:25]=1. No catalyst specified. The product is [CH3:31][N:21]([CH3:20])[CH2:22][CH2:23][C:24]1[CH:29]=[CH:28][C:27]([O:1][CH2:2][C:3]2[CH:4]=[CH:5][C:6]([O:9][C:10](=[O:19])[N:11]([CH3:18])[C:12]3[CH:13]=[CH:14][CH:15]=[CH:16][CH:17]=3)=[CH:7][CH:8]=2)=[CH:26][CH:25]=1. The yield is 0.520. (3) The reactants are [Br:1][C:2]1[CH:3]=[C:4]([NH:9]C(=O)C)[CH:5]=[C:6]([F:8])[CH:7]=1.Cl.[OH-].[Na+]. The catalyst is C(O)C. The product is [Br:1][C:2]1[CH:3]=[C:4]([CH:5]=[C:6]([F:8])[CH:7]=1)[NH2:9]. The yield is 0.750. (4) No catalyst specified. The reactants are [CH3:1][C:2]1[N:3]=[C:4]([NH2:8])[S:5][C:6]=1[CH3:7].[CH3:9][O:10][CH2:11][CH2:12][Br:13]. The yield is 0.560. The product is [BrH:13].[CH3:9][O:10][CH2:11][CH2:12][N:3]1[C:2]([CH3:1])=[C:6]([CH3:7])[S:5][C:4]1=[NH:8]. (5) The reactants are C(OC([N:11]1[CH2:15][CH:14]([O:16][C:17](=[O:22])[C:18]([CH3:21])([CH3:20])[CH3:19])[CH2:13][N:12]1[C:23](=[O:32])[CH2:24][C:25]1[CH:30]=[CH:29][C:28]([F:31])=[CH:27][CH:26]=1)=O)C1C=CC=CC=1. The catalyst is CO. The product is [F:31][C:28]1[CH:29]=[CH:30][C:25]([CH2:24][C:23]([N:12]2[CH2:13][CH:14]([O:16][C:17](=[O:22])[C:18]([CH3:20])([CH3:19])[CH3:21])[CH2:15][NH:11]2)=[O:32])=[CH:26][CH:27]=1. The yield is 0.980.